The task is: Predict which catalyst facilitates the given reaction.. This data is from Catalyst prediction with 721,799 reactions and 888 catalyst types from USPTO. (1) The catalyst class is: 144. Reactant: [C:1]([O:5][C:6]([N:8]1[CH2:13][CH2:12][C:11](=O)[CH:10]([C:15](=O)[C:16]2[CH:21]=[CH:20][C:19]([F:22])=[CH:18][CH:17]=2)[CH2:9]1)=[O:7])([CH3:4])([CH3:3])[CH3:2].FC(F)(F)C(O)=O.[CH3:31][CH:32]1[CH2:36][CH2:35][CH2:34][N:33]1[C:37]([NH2:39])=[NH:38].C([O-])([O-])=O.[K+].[K+]. Product: [C:1]([O:5][C:6]([N:8]1[CH2:13][CH2:12][C:11]2[N:38]=[C:37]([N:33]3[CH2:34][CH2:35][CH2:36][CH:32]3[CH3:31])[N:39]=[C:15]([C:16]3[CH:21]=[CH:20][C:19]([F:22])=[CH:18][CH:17]=3)[C:10]=2[CH2:9]1)=[O:7])([CH3:4])([CH3:3])[CH3:2]. (2) Reactant: [CH3:1][C:2]1[CH:3]=[CH:4][C:5]([S:9][C:10]2[CH:11]=[CH:12][CH:13]=[CH:14][C:15]=2[N:16]2[CH2:21][CH2:20][NH:19][CH2:18][CH2:17]2)=[C:6]([CH3:8])[CH:7]=1.[C:22]([OH:29])(=[O:28])[CH2:23][CH2:24][C:25]([OH:27])=[O:26]. Product: [CH3:1][C:2]1[CH:3]=[CH:4][C:5]([S:9][C:10]2[CH:11]=[CH:12][CH:13]=[CH:14][C:15]=2[N:16]2[CH2:17][CH2:18][NH:19][CH2:20][CH2:21]2)=[C:6]([CH3:8])[CH:7]=1.[C:22]([O-:29])(=[O:28])[CH2:23][CH2:24][C:25]([O-:27])=[O:26]. The catalyst class is: 480. (3) Reactant: CO[C:3]1[CH:8]=[CH:7][N:6]=[CH:5][C:4]=1[N+:9]([O-:11])=[O:10].[BrH:12]. Product: [Br:12][C:3]1[CH:8]=[CH:7][N:6]=[CH:5][C:4]=1[N+:9]([O-:11])=[O:10]. The catalyst class is: 11. (4) Reactant: [C:1]([N:5]1[C:9]2=[N:10][C:11]([NH:14][C:15](=[O:23])[C:16]3[CH:21]=[CH:20][C:19]([CH3:22])=[CH:18][CH:17]=3)=[CH:12][CH:13]=[C:8]2[C:7]([C:24](O)=[O:25])=[CH:6]1)([CH3:4])([CH3:3])[CH3:2].[CH:27]([NH2:30])([CH3:29])[CH3:28].F[P-](F)(F)(F)(F)F.C[N+](C)=C(N(C)C)ON1C2N=CC=CC=2N=N1.C(N(CC)CC)C. Product: [CH:27]([NH:30][C:24]([C:7]1[C:8]2[C:9](=[N:10][C:11]([NH:14][C:15](=[O:23])[C:16]3[CH:21]=[CH:20][C:19]([CH3:22])=[CH:18][CH:17]=3)=[CH:12][CH:13]=2)[N:5]([C:1]([CH3:2])([CH3:4])[CH3:3])[CH:6]=1)=[O:25])([CH3:29])[CH3:28]. The catalyst class is: 3. (5) Reactant: [N:1]([CH2:4][C:5]([C:7]1[CH:12]=[CH:11][CH:10]=[C:9]([O:13][C:14]2[CH:19]=[CH:18][C:17]([C:20](=[O:25])[CH2:21][N:22]=[N+]=[N-])=[CH:16][CH:15]=2)[CH:8]=1)=[O:6])=[N+]=[N-].[ClH:26]. Product: [ClH:26].[ClH:26].[NH2:1][CH2:4][C:5]([C:7]1[CH:12]=[CH:11][CH:10]=[C:9]([O:13][C:14]2[CH:15]=[CH:16][C:17]([C:20](=[O:25])[CH2:21][NH2:22])=[CH:18][CH:19]=2)[CH:8]=1)=[O:6]. The catalyst class is: 19. (6) Product: [NH2:1][C:4]1[CH:5]=[C:6]([CH2:10][CH2:11][C:12](=[O:14])[CH3:13])[CH:7]=[CH:8][CH:9]=1. The catalyst class is: 99. Reactant: [N+:1]([C:4]1[CH:5]=[C:6](/[CH:10]=[CH:11]/[C:12](=[O:14])[CH3:13])[CH:7]=[CH:8][CH:9]=1)([O-])=O. (7) Reactant: [Cl:1][C:2]1[N:3]=[C:4](Cl)[C:5]2[CH2:10][CH2:9][CH:8]([C:11]3[CH:16]=[CH:15][C:14]([F:17])=[CH:13][CH:12]=3)[C:6]=2[N:7]=1.Cl.[C@H:20]12[CH2:26][C@H:23]([NH:24][CH2:25]1)[CH2:22][O:21]2.CCN(C(C)C)C(C)C. Product: [Cl:1][C:2]1[N:3]=[C:4]([N:24]2[CH2:25][C@@H:20]3[CH2:26][C@H:23]2[CH2:22][O:21]3)[C:5]2[CH2:10][CH2:9][CH:8]([C:11]3[CH:16]=[CH:15][C:14]([F:17])=[CH:13][CH:12]=3)[C:6]=2[N:7]=1. The catalyst class is: 5.